This data is from Reaction yield outcomes from USPTO patents with 853,638 reactions. The task is: Predict the reaction yield, written as a fraction of the theoretical maximum amount of product (1.0 means a 100% yield; for example, 0.34 means a 34% yield). (1) The reactants are [CH3:1][O:2][C:3](=[O:17])[CH:4]([C:6]1[CH:15]=[CH:14][C:13]2[C:8](=[CH:9][CH:10]=[C:11]([OH:16])[CH:12]=2)[CH:7]=1)[CH3:5].[C:18]([O-])([O-])=[O:19].[K+].[K+].[I-].[Na+].C[C:27]([CH3:29])=[O:28]. No catalyst specified. The product is [CH3:1][O:2][C:3](=[O:17])[CH:4]([C:6]1[CH:15]=[CH:14][C:13]2[C:8](=[CH:9][CH:10]=[C:11]([O:16][CH2:29][C:27]([O:19][CH3:18])=[O:28])[CH:12]=2)[CH:7]=1)[CH3:5]. The yield is 0.543. (2) The reactants are [Br:1][C:2]1[S:6][C:5]([S:7](Cl)(=[O:9])=[O:8])=[CH:4][CH:3]=1.C(N(CC)CC)C.[CH3:18][N:19]1[CH2:24][CH2:23][NH:22][CH2:21][CH2:20]1. The catalyst is C1COCC1. The product is [Br:1][C:2]1[S:6][C:5]([S:7]([N:22]2[CH2:23][CH2:24][N:19]([CH3:18])[CH2:20][CH2:21]2)(=[O:9])=[O:8])=[CH:4][CH:3]=1. The yield is 0.840. (3) The reactants are [F:1][C:2]1[CH:3]=[C:4]([NH:8][C:9]([C:11]2[NH:12][C:13]3[C:18]([CH:19]=2)=[CH:17][C:16]([CH:20]2[CH2:24][CH2:23][NH:22][CH2:21]2)=[CH:15][CH:14]=3)=[O:10])[CH:5]=[N:6][CH:7]=1.C(=O)([O-])[O-].[K+].[K+].Br[CH:32]1[CH2:35][CH2:34][CH2:33]1. The catalyst is CN(C=O)C.C(OCC)(=O)C. The product is [CH2:34]([N:22]1[CH2:23][CH2:24][CH:20]([C:16]2[CH:17]=[C:18]3[C:13](=[CH:14][CH:15]=2)[NH:12][C:11]([C:9]([NH:8][C:4]2[CH:5]=[N:6][CH:7]=[C:2]([F:1])[CH:3]=2)=[O:10])=[CH:19]3)[CH2:21]1)[CH2:33][CH:32]=[CH2:35]. The yield is 0.130. (4) The catalyst is O.C1COCC1.CO. The reactants are [Li+].[OH-].[CH3:3][O:4][C:5]1[CH:10]=[CH:9][C:8]([C:11]2[CH:16]=[CH:15][C:14]([C:17]([O:19]C)=[O:18])=[C:13]([N+:21]([O-:23])=[O:22])[CH:12]=2)=[CH:7][CH:6]=1.Cl.C(OCC)(=O)C. The yield is 0.960. The product is [CH3:3][O:4][C:5]1[CH:6]=[CH:7][C:8]([C:11]2[CH:16]=[CH:15][C:14]([C:17]([OH:19])=[O:18])=[C:13]([N+:21]([O-:23])=[O:22])[CH:12]=2)=[CH:9][CH:10]=1.